From a dataset of Full USPTO retrosynthesis dataset with 1.9M reactions from patents (1976-2016). Predict the reactants needed to synthesize the given product. (1) Given the product [CH2:12]([C@H:19]1[CH2:23][N:22]([C:9](=[O:11])[CH2:8][N:5]2[CH2:4][CH2:3][S:2][CH2:7][CH2:6]2)[C@H:21]([C:24]([NH:26][C:27]2[CH:32]=[CH:31][C:30]([O:33][C:34]3[CH:35]=[CH:36][C:37]([F:40])=[CH:38][CH:39]=3)=[CH:29][CH:28]=2)=[O:25])[CH2:20]1)[C:13]1[CH:14]=[CH:15][CH:16]=[CH:17][CH:18]=1, predict the reactants needed to synthesize it. The reactants are: Cl.[S:2]1[CH2:7][CH2:6][N:5]([CH2:8][C:9]([OH:11])=O)[CH2:4][CH2:3]1.[CH2:12]([C@H:19]1[CH2:23][NH:22][C@H:21]([C:24]([NH:26][C:27]2[CH:32]=[CH:31][C:30]([O:33][C:34]3[CH:39]=[CH:38][C:37]([F:40])=[CH:36][CH:35]=3)=[CH:29][CH:28]=2)=[O:25])[CH2:20]1)[C:13]1[CH:18]=[CH:17][CH:16]=[CH:15][CH:14]=1. (2) The reactants are: [F:1][C:2]1[CH:19]=[C:18]([N+:20]([O-:22])=[O:21])[CH:17]=[CH:16][C:3]=1[O:4][C:5]1[C:6]2[S:13][C:12]([S:14][CH3:15])=[CH:11][C:7]=2[N:8]=[CH:9][N:10]=1.C1C=C(Cl)C=C(C(OO)=[O:31])C=1. Given the product [F:1][C:2]1[CH:19]=[C:18]([N+:20]([O-:22])=[O:21])[CH:17]=[CH:16][C:3]=1[O:4][C:5]1[C:6]2[S:13][C:12]([S:14]([CH3:15])=[O:31])=[CH:11][C:7]=2[N:8]=[CH:9][N:10]=1, predict the reactants needed to synthesize it. (3) Given the product [F:33][C:2]1([F:1])[O:6][C:5]2[CH:7]=[CH:8][C:9]([NH:11][C:12]([C:14]3[CH:19]=[CH:18][CH:17]=[CH:16][C:15]=3[NH:20][CH2:21][C:22]3[CH:27]=[CH:26][N:25]=[C:24]([C:28]([OH:30])=[O:29])[CH:23]=3)=[O:13])=[CH:10][C:4]=2[O:3]1, predict the reactants needed to synthesize it. The reactants are: [F:1][C:2]1([F:33])[O:6][C:5]2[CH:7]=[CH:8][C:9]([NH:11][C:12]([C:14]3[CH:19]=[CH:18][CH:17]=[CH:16][C:15]=3[NH:20][CH2:21][C:22]3[CH:27]=[CH:26][N:25]=[C:24]([C:28]([O:30]CC)=[O:29])[CH:23]=3)=[O:13])=[CH:10][C:4]=2[O:3]1.Cl. (4) Given the product [ClH:26].[F:25][C:22]1[CH:23]=[CH:24][C:19]([C:16]2[N:15]=[C:14]([CH2:13][CH:9]3[CH2:10][CH2:11][CH2:12][NH:8]3)[O:18][N:17]=2)=[CH:20][CH:21]=1, predict the reactants needed to synthesize it. The reactants are: C(OC([N:8]1[CH2:12][CH2:11][CH2:10][CH:9]1[CH2:13][C:14]1[O:18][N:17]=[C:16]([C:19]2[CH:24]=[CH:23][C:22]([F:25])=[CH:21][CH:20]=2)[N:15]=1)=O)(C)(C)C.[ClH:26]. (5) Given the product [N:47]1([CH2:48][CH2:8][NH:9][C:10]([C:12]2[CH:17]=[C:16]([O:18][C:19]3[CH:24]=[CH:23][C:22]([NH:25][C:26]([NH:28][C:29]4[CH:42]=[CH:41][C:32]5[O:33][C:34]([F:39])([F:40])[O:35][C:36]([F:37])([F:38])[C:31]=5[CH:30]=4)=[O:27])=[CH:21][CH:20]=3)[CH:15]=[CH:14][N:13]=2)=[O:11])[CH2:46][CH2:45][CH2:50][CH2:51]1, predict the reactants needed to synthesize it. The reactants are: N1(CC[CH2:8][NH:9][C:10]([C:12]2[CH:17]=[C:16]([O:18][C:19]3[CH:24]=[CH:23][C:22]([NH:25][C:26]([NH:28][C:29]4[CH:42]=[CH:41][C:32]5[O:33][C:34]([F:40])([F:39])[O:35][C:36]([F:38])([F:37])[C:31]=5[CH:30]=4)=[O:27])=[CH:21][CH:20]=3)[CH:15]=[CH:14][N:13]=2)=[O:11])C=CN=C1.NC[CH2:45][CH2:46][N:47]1[CH:51]=[CH:50]N=[CH:48]1. (6) Given the product [F:10][C:11]1[CH:12]=[CH:13][C:14]([CH3:32])=[C:15]([CH:17]2[C:26]([CH3:27])([CH3:28])[CH2:25][C:24]3[C:19](=[CH:20][CH:21]=[C:22]([C:29]([NH:7][S:4]([CH:1]4[CH2:3][CH2:2]4)(=[O:6])=[O:5])=[O:30])[CH:23]=3)[NH:18]2)[CH:16]=1, predict the reactants needed to synthesize it. The reactants are: [CH:1]1([S:4]([NH2:7])(=[O:6])=[O:5])[CH2:3][CH2:2]1.[H-].[Na+].[F:10][C:11]1[CH:12]=[CH:13][C:14]([CH3:32])=[C:15]([CH:17]2[C:26]([CH3:28])([CH3:27])[CH2:25][C:24]3[C:19](=[CH:20][CH:21]=[C:22]([C:29](O)=[O:30])[CH:23]=3)[NH:18]2)[CH:16]=1.C(N1C=CN=C1)(N1C=CN=C1)=O.